Task: Predict the product of the given reaction.. Dataset: Forward reaction prediction with 1.9M reactions from USPTO patents (1976-2016) (1) Given the reactants [CH2:1]([NH:8][CH2:9][CH2:10][NH:11][CH2:12][C:13]1[CH:18]=[CH:17][CH:16]=[CH:15][CH:14]=1)[C:2]1[CH:7]=[CH:6][CH:5]=[CH:4][CH:3]=1.[N:19]#[C:20]Br, predict the reaction product. The product is: [CH2:1]([N:8]1[CH2:9][CH2:10][N:11]([CH2:12][C:13]2[CH:18]=[CH:17][CH:16]=[CH:15][CH:14]=2)[C:20]1=[NH:19])[C:2]1[CH:3]=[CH:4][CH:5]=[CH:6][CH:7]=1. (2) Given the reactants Cl[C:2]([O:4][CH3:5])=[O:3].[F:6][C:7]1[CH:13]=[CH:12][C:10]([NH2:11])=[CH:9][C:8]=1[N+:14]([O-:16])=[O:15].CCN(C(C)C)C(C)C, predict the reaction product. The product is: [F:6][C:7]1[CH:13]=[CH:12][C:10]([NH:11][C:2](=[O:3])[O:4][CH3:5])=[CH:9][C:8]=1[N+:14]([O-:16])=[O:15]. (3) Given the reactants [CH2:1](O)[CH2:2][CH2:3][OH:4].[OH-].[Na+].C1(C)C=CC=CC=1.[CH2:15]([C:17]1([CH2:21][O:22]S(C)(=O)=O)[CH2:20][O:19][CH2:18]1)[CH3:16], predict the reaction product. The product is: [CH2:15]([C:17]1([CH2:21][O:22][CH2:1][CH2:2][CH2:3][OH:4])[CH2:20][O:19][CH2:18]1)[CH3:16]. (4) Given the reactants [Cl:1][C:2]1[CH:7]=[CH:6][CH:5]=[CH:4][C:3]=1[CH:8]([O:10][C:11](=[O:34])[NH:12][C:13]1[C:14]([CH3:33])=[N:15][O:16][C:17]=1[C:18]1[CH:23]=[CH:22][C:21](B2OC(C)(C)C(C)(C)O2)=[CH:20][CH:19]=1)[CH3:9].[CH2:35]([O:37][C:38](=[O:49])[C:39]([C:42]1[CH:47]=[CH:46][C:45](Br)=[CH:44][CH:43]=1)([CH3:41])[CH3:40])[CH3:36], predict the reaction product. The product is: [CH2:35]([O:37][C:38](=[O:49])[C:39]([C:42]1[CH:47]=[CH:46][C:45]([C:21]2[CH:22]=[CH:23][C:18]([C:17]3[O:16][N:15]=[C:14]([CH3:33])[C:13]=3[NH:12][C:11]([O:10][CH:8]([C:3]3[CH:4]=[CH:5][CH:6]=[CH:7][C:2]=3[Cl:1])[CH3:9])=[O:34])=[CH:19][CH:20]=2)=[CH:44][CH:43]=1)([CH3:41])[CH3:40])[CH3:36].